This data is from Catalyst prediction with 721,799 reactions and 888 catalyst types from USPTO. The task is: Predict which catalyst facilitates the given reaction. (1) Reactant: [Cl-].[Mg+2].[Cl-].[C:4]([O:12][CH2:13][CH3:14])(=[O:11])[CH2:5][C:6]([O:8][CH2:9][CH3:10])=[O:7].C(N(CC)CC)C.[C:22](Cl)(=[O:25])[CH2:23][CH3:24].Cl. Product: [C:22]([CH:5]([C:6]([O:8][CH2:9][CH3:10])=[O:7])[C:4]([O:12][CH2:13][CH3:14])=[O:11])(=[O:25])[CH2:23][CH3:24]. The catalyst class is: 10. (2) Reactant: [CH2:1]([NH:3][C:4]1[S:5][C@H:6]2[O:12][C@H:11]([CH:13]=O)[C@@H:10]([OH:15])[C@H:9]([OH:16])[C@H:7]2[N:8]=1)[CH3:2].[CH2:17]([NH2:24])[C:18]1[CH:23]=[CH:22][CH:21]=[CH:20][CH:19]=1.C([BH3-])#N.[Na+]. Product: [CH2:17]([NH:24][CH2:13][C@H:11]1[O:12][C@H:6]2[C@H:7]([N:8]=[C:4]([NH:3][CH2:1][CH3:2])[S:5]2)[C@@H:9]([OH:16])[C@@H:10]1[OH:15])[C:18]1[CH:23]=[CH:22][CH:21]=[CH:20][CH:19]=1. The catalyst class is: 5. (3) Reactant: Cl.[NH2:2][C@@H:3]1[C:9](=[O:10])[NH:8][C:7]2[CH:11]=[CH:12][C:13]([C:15]#[N:16])=[CH:14][C:6]=2[N:5]([C:17]([CH:19]2[CH2:24][CH2:23][O:22][CH2:21][CH2:20]2)=[O:18])[C@H:4]1[CH3:25].[C:26]([N:33]([CH3:39])[C@H:34]([C:36](O)=[O:37])[CH3:35])([O:28][C:29]([CH3:32])([CH3:31])[CH3:30])=[O:27].C(N(CC)C(C)C)(C)C.CN(C(ON1N=NC2C=CC=CC1=2)=[N+](C)C)C.F[P-](F)(F)(F)(F)F. Product: [C:15]([C:13]1[CH:12]=[CH:11][C:7]2[NH:8][C:9](=[O:10])[C@@H:3]([NH:2][C:36](=[O:37])[C@@H:34]([N:33]([CH3:39])[C:26](=[O:27])[O:28][C:29]([CH3:30])([CH3:32])[CH3:31])[CH3:35])[C@H:4]([CH3:25])[N:5]([C:17]([CH:19]3[CH2:24][CH2:23][O:22][CH2:21][CH2:20]3)=[O:18])[C:6]=2[CH:14]=1)#[N:16]. The catalyst class is: 31. (4) Reactant: OS(C(F)(F)F)(=O)=O.CS[CH:11]([N:13]([CH2:15][CH2:16][O:17][CH2:18][CH2:19][CH2:20][CH2:21][CH3:22])[CH3:14])[CH3:12].[NH2:23][C:24]1[CH:32]=[C:31]2[C:27]([CH2:28][C@@H:29]([OH:48])[C@@H:30]2[NH:33][C:34]([C:36]2[CH:41]=[CH:40][C:39](C3C=CC=CC=3)=[CH:38][CH:37]=2)=[O:35])=[CH:26][CH:25]=1. Product: [CH2:18]([O:17][CH2:16][CH2:15][N:13]([CH3:14])[C:11](=[N:23][C:24]1[CH:32]=[C:31]2[C:27]([CH2:28][C@@H:29]([OH:48])[C@@H:30]2[NH:33][C:34]([C:36]2([C:24]3[CH:32]=[CH:31][CH:27]=[CH:26][CH:25]=3)[CH:37]=[CH:38][CH:39]=[CH:40][CH2:41]2)=[O:35])=[CH:26][CH:25]=1)[CH3:12])[CH2:19][CH2:20][CH2:21][CH3:22]. The catalyst class is: 17. (5) Reactant: [C:1]([O:4][C@@H:5]1[CH2:24][C@@:23]2([CH3:25])[C@@H:16]([CH2:17][CH2:18][C@:19]2([OH:26])[C:20](=[O:22])[CH3:21])[C@H:15]2[C@H:6]1[C@:7]1([CH3:28])[C:12]([CH2:13][CH2:14]2)=[CH:11][C:10](=[O:27])[CH2:9][CH2:8]1)(=[O:3])[CH3:2].N1C=CC=CC=1. Product: [C:1]([O:4][C@@H:5]1[CH2:24][C@@:23]2([CH3:25])[C@@H:16]([CH2:17][CH2:18][C@:19]2([OH:26])[C:20](=[O:22])[CH3:21])[C@H:15]2[C@H:6]1[C@:7]1([CH3:28])[C@H:12]([CH2:13][CH2:14]2)[CH2:11][C:10](=[O:27])[CH2:9][CH2:8]1)(=[O:3])[CH3:2]. The catalyst class is: 505.